This data is from Reaction yield outcomes from USPTO patents with 853,638 reactions. The task is: Predict the reaction yield, written as a fraction of the theoretical maximum amount of product (1.0 means a 100% yield; for example, 0.34 means a 34% yield). The reactants are [CH2:1]([O:3][C:4]([C:6]1[S:14][C:13]2[CH:12]=[CH:11][N:10]=[CH:9][C:8]=2[C:7]=1OS(C(F)(F)C(F)(F)C(F)(F)C(F)(F)F)(=O)=O)=[O:5])[CH3:2].[Br:32][C:33]1[CH:39]=[CH:38][C:36]([NH2:37])=[C:35]([F:40])[CH:34]=1.CC1(C)C2C(=C(P(C3C=CC=CC=3)C3C=CC=CC=3)C=CC=2)OC2C(P(C3C=CC=CC=3)C3C=CC=CC=3)=CC=CC1=2.C1CCN2C(=NCCC2)CC1. The catalyst is C1(C)C=CC=CC=1.C(OCC)(=O)C.C1C=CC(/C=C/C(/C=C/C2C=CC=CC=2)=O)=CC=1.C1C=CC(/C=C/C(/C=C/C2C=CC=CC=2)=O)=CC=1.C1C=CC(/C=C/C(/C=C/C2C=CC=CC=2)=O)=CC=1.[Pd].[Pd]. The product is [CH2:1]([O:3][C:4]([C:6]1[S:14][C:13]2[CH:12]=[CH:11][N:10]=[CH:9][C:8]=2[C:7]=1[NH:37][C:36]1[CH:38]=[CH:39][C:33]([Br:32])=[CH:34][C:35]=1[F:40])=[O:5])[CH3:2]. The yield is 0.640.